This data is from Catalyst prediction with 721,799 reactions and 888 catalyst types from USPTO. The task is: Predict which catalyst facilitates the given reaction. (1) Reactant: [CH:1]1([N:6]2[CH2:12][C:11]([F:14])([F:13])[C:10](=[O:15])[N:9]([CH3:16])[C:8]3[CH:17]=[N:18][C:19]([NH:21][C:22]4[CH:30]=[CH:29][C:25]([C:26]([OH:28])=O)=[CH:24][C:23]=4[CH2:31][CH3:32])=[N:20][C:7]2=3)[CH2:5][CH2:4][CH2:3][CH2:2]1.ON1C2C=CC=CC=2N=N1.F[P-](F)(F)(F)(F)F.CN(C(N(C)C)=[N+]1C2C=CC=CC=2[N+]([O-])=N1)C.C(N(C(C)C)CC)(C)C.[NH2:76][CH:77]1[CH2:82][CH2:81][N:80]([CH2:83][CH3:84])[CH2:79][CH2:78]1. Product: [CH:1]1([N:6]2[CH2:12][C:11]([F:14])([F:13])[C:10](=[O:15])[N:9]([CH3:16])[C:8]3[CH:17]=[N:18][C:19]([NH:21][C:22]4[CH:30]=[CH:29][C:25]([C:26]([NH:76][CH:77]5[CH2:82][CH2:81][N:80]([CH2:83][CH3:84])[CH2:79][CH2:78]5)=[O:28])=[CH:24][C:23]=4[CH2:31][CH3:32])=[N:20][C:7]2=3)[CH2:5][CH2:4][CH2:3][CH2:2]1. The catalyst class is: 9. (2) Reactant: [CH3:1][C:2]1[CH:3]=[CH:4][CH:5]=[C:6]2[C:11]=1[CH:10]=[N:9][C:8]([OH:12])=[CH:7]2.C(N(CC)CC)C.[F:20][C:21]([F:34])([F:33])[S:22](O[S:22]([C:21]([F:34])([F:33])[F:20])(=[O:24])=[O:23])(=[O:24])=[O:23]. Product: [CH3:1][C:2]1[CH:3]=[CH:4][CH:5]=[C:6]2[C:11]=1[CH:10]=[N:9][C:8]([O:12][S:22]([C:21]([F:34])([F:33])[F:20])(=[O:24])=[O:23])=[CH:7]2. The catalyst class is: 2. (3) Reactant: [CH3:1][C:2]1[C:6]([C:7]2[CH:12]=[CH:11][N:10]=[CH:9][CH:8]=2)=[C:5]([CH:13]=[CH:14][C:15]2[CH:20]=[CH:19][CH:18]=[CH:17][CH:16]=2)[NH:4][N:3]=1. Product: [CH3:1][C:2]1[C:6]([C:7]2[CH:12]=[CH:11][N:10]=[CH:9][CH:8]=2)=[C:5]([CH2:13][CH2:14][C:15]2[CH:20]=[CH:19][CH:18]=[CH:17][CH:16]=2)[NH:4][N:3]=1. The catalyst class is: 19.